Dataset: Catalyst prediction with 721,799 reactions and 888 catalyst types from USPTO. Task: Predict which catalyst facilitates the given reaction. Reactant: [C:1]([C:5]1[CH:9]=[C:8]([NH2:10])[N:7]([CH3:11])[N:6]=1)([CH3:4])([CH3:3])[CH3:2].C(=O)([O-])O.[Na+].Cl[C:18]([O:20][C:21]1[CH:26]=[CH:25][CH:24]=[CH:23][CH:22]=1)=[O:19].[Cl-].[NH4+]. Product: [C:1]([C:5]1[CH:9]=[C:8]([NH:10][C:18](=[O:19])[O:20][C:21]2[CH:26]=[CH:25][CH:24]=[CH:23][CH:22]=2)[N:7]([CH3:11])[N:6]=1)([CH3:4])([CH3:2])[CH3:3]. The catalyst class is: 1.